Predict the product of the given reaction. From a dataset of Forward reaction prediction with 1.9M reactions from USPTO patents (1976-2016). (1) Given the reactants Cl[C:2]1[N:10]=[C:9](Cl)[CH:8]=[CH:7][C:3]=1[C:4]([NH2:6])=[O:5].[CH3:12][NH:13][C:14]1[CH:19]=[CH:18][CH:17]=[C:16]([CH3:20])[CH:15]=1.[N:21]1([C:27]([O:29]C(C)(C)C)=O)[CH2:26][CH2:25][NH:24][CH2:23][CH2:22]1.[C:34](O)(=O)[CH:35]=C, predict the reaction product. The product is: [C:27]([N:21]1[CH2:22][CH2:23][N:24]([C:9]2[CH:8]=[CH:7][C:3]([C:4]([NH2:6])=[O:5])=[C:2]([N:13]([CH3:12])[C:14]3[CH:15]=[C:16]([CH3:20])[CH:17]=[CH:18][CH:19]=3)[N:10]=2)[CH2:25][CH2:26]1)(=[O:29])[CH:34]=[CH2:35]. (2) Given the reactants [Br:1][C:2]1[CH:3]=[C:4]([SH:8])[CH:5]=[CH:6][CH:7]=1.Br[CH2:10][C:11]([O:13][CH3:14])=[O:12].C(=O)([O-])[O-].[K+].[K+].[NH4+].[Cl-], predict the reaction product. The product is: [CH3:14][O:13][C:11](=[O:12])[CH2:10][S:8][C:4]1[CH:5]=[CH:6][CH:7]=[C:2]([Br:1])[CH:3]=1. (3) Given the reactants Cl[C:2]1[CH:3]=[C:4]([CH:9]=[C:10]([C:12]([CH3:14])=[CH2:13])[N:11]=1)[C:5]([O:7][CH3:8])=[O:6].[CH3:15][C:16]1[CH:17]=[CH:18][C:19](B2OC(C)(C)C(C)(C)O2)=[N:20][CH:21]=1.C(=O)([O-])[O-].[Cs+].[Cs+], predict the reaction product. The product is: [C:12]([C:10]1[N:11]=[C:2]([C:19]2[CH:18]=[CH:17][C:16]([CH3:15])=[CH:21][N:20]=2)[CH:3]=[C:4]([C:5]([O:7][CH3:8])=[O:6])[CH:9]=1)([CH3:14])=[CH2:13]. (4) Given the reactants [CH3:1][C:2]1[C:3]([CH2:9][N:10]([CH:21]2[CH2:26][CH2:25][NH:24][CH2:23][CH2:22]2)[CH:11]2[C:20]3[N:19]=[CH:18][CH:17]=[CH:16][C:15]=3[CH2:14][CH2:13][CH2:12]2)=[N:4][CH:5]=[C:6]([CH3:8])[CH:7]=1.CCN(C(C)C)C(C)C.[NH:36]1[CH:40]=[CH:39][N:38]=[C:37]1[NH:41][C:42](N1C=CN=C1)=[O:43], predict the reaction product. The product is: [NH:36]1[CH:40]=[CH:39][N:38]=[C:37]1[NH:41][C:42]([N:24]1[CH2:23][CH2:22][CH:21]([N:10]([CH2:9][C:3]2[C:2]([CH3:1])=[CH:7][C:6]([CH3:8])=[CH:5][N:4]=2)[CH:11]2[C:20]3[N:19]=[CH:18][CH:17]=[CH:16][C:15]=3[CH2:14][CH2:13][CH2:12]2)[CH2:26][CH2:25]1)=[O:43]. (5) Given the reactants [CH3:1][NH:2][CH2:3][C:4]1[CH:9]=[CH:8][CH:7]=[CH:6][CH:5]=1.[C:10]([O:14][C:15]([CH3:18])([CH3:17])[CH3:16])(=[O:13])[CH:11]=C.[C:19](#N)C.O, predict the reaction product. The product is: [C:15]([O:14][C:10](=[O:13])[CH2:11][CH2:1][NH:2][CH:3]([C:4]1[CH:9]=[CH:8][CH:7]=[CH:6][CH:5]=1)[CH3:19])([CH3:18])([CH3:17])[CH3:16]. (6) Given the reactants [CH3:1][O:2][C:3]1[CH:4]=[C:5]2[O:9][C:8]([C:10]3[N:11]=[C:12]4[N:16]([CH:17]=3)[N:15]=[C:14]([O:18][CH3:19])[S:13]4)=[CH:7][C:6]2=[C:20]([OH:22])[CH:21]=1.O[CH2:24][C:25]1[N:26]=[C:27]([N:34]2[CH2:39][CH2:38][O:37][CH2:36][CH2:35]2)[S:28][C:29]=1[C:30]([OH:33])([CH3:32])[CH3:31], predict the reaction product. The product is: [CH3:1][O:2][C:3]1[CH:21]=[C:20]([O:22][CH2:24][C:25]2[N:26]=[C:27]([N:34]3[CH2:39][CH2:38][O:37][CH2:36][CH2:35]3)[S:28][C:29]=2[C:30]([OH:33])([CH3:32])[CH3:31])[C:6]2[CH:7]=[C:8]([C:10]3[N:11]=[C:12]4[N:16]([CH:17]=3)[N:15]=[C:14]([O:18][CH3:19])[S:13]4)[O:9][C:5]=2[CH:4]=1. (7) Given the reactants [C:1]([O:5][C:6]([N:8]([C:16]1[N:20]([C:21]2[CH:26]=[CH:25][CH:24]=[C:23](Br)[CH:22]=2)[N:19]=[C:18]([C:28]([CH3:31])([CH3:30])[CH3:29])[CH:17]=1)C(OC(C)(C)C)=O)=[O:7])([CH3:4])([CH3:3])[CH3:2].[NH:32]1[CH2:37][CH2:36][O:35][CH2:34][CH2:33]1.CC(C)([O-])C.[K+].C1(P(C2CCCCC2)C2C=CC=CC=2C2C(C(C)C)=CC(C(C)C)=CC=2C(C)C)CCCCC1, predict the reaction product. The product is: [C:1]([O:5][C:6](=[O:7])[NH:8][C:16]1[N:20]([C:21]2[CH:26]=[CH:25][CH:24]=[C:23]([N:32]3[CH2:37][CH2:36][O:35][CH2:34][CH2:33]3)[CH:22]=2)[N:19]=[C:18]([C:28]([CH3:31])([CH3:30])[CH3:29])[CH:17]=1)([CH3:3])([CH3:2])[CH3:4].